From a dataset of Forward reaction prediction with 1.9M reactions from USPTO patents (1976-2016). Predict the product of the given reaction. (1) Given the reactants Cl[C:2]1[CH:3]=[CH:4][CH:5]=[C:6]2[C:11]=1[N:10]=[CH:9][C:8]([S:12]([C:15]1[CH:20]=[CH:19][CH:18]=[C:17]([F:21])[CH:16]=1)(=[O:14])=[O:13])=[CH:7]2.[N:22]1([C:28]([O:30][C:31]([CH3:34])([CH3:33])[CH3:32])=[O:29])[CH2:27][CH2:26][NH:25][CH2:24][CH2:23]1.CC(C)([O-])C.[Na+].C1(P(C2CCCCC2)C2C=CC=CC=2C2C(N(C)C)=CC=CC=2)CCCCC1, predict the reaction product. The product is: [F:21][C:17]1[CH:16]=[C:15]([S:12]([C:8]2[CH:9]=[N:10][C:11]3[C:6]([CH:7]=2)=[CH:5][CH:4]=[CH:3][C:2]=3[N:25]2[CH2:24][CH2:23][N:22]([C:28]([O:30][C:31]([CH3:34])([CH3:33])[CH3:32])=[O:29])[CH2:27][CH2:26]2)(=[O:14])=[O:13])[CH:20]=[CH:19][CH:18]=1. (2) The product is: [NH:18]1[CH2:19][CH2:20][O:21][CH:16]([CH2:15][NH:14][C:5]2[CH:6]=[CH:7][C:8]([S:10]([NH2:11])(=[O:12])=[O:13])=[CH:9][C:4]=2[N+:1]([O-:3])=[O:2])[CH2:17]1. Given the reactants [N+:1]([C:4]1[CH:9]=[C:8]([S:10](=[O:13])(=[O:12])[NH2:11])[CH:7]=[CH:6][C:5]=1[NH:14][CH2:15][CH:16]1[O:21][CH2:20][CH2:19][N:18](C(OC(C)(C)C)=O)[CH2:17]1)([O-:3])=[O:2], predict the reaction product. (3) Given the reactants [NH:1]1[CH2:6][CH2:5][O:4][CH2:3][CH2:2]1.[CH3:7][O:8][C:9]([C:11]1[CH:12]=[C:13]([CH3:34])[C:14]2[O:20][C:19]3[C:21]([Cl:30])=[CH:22][C:23]([NH:25][C:26](=[O:29])[CH2:27]Cl)=[CH:24][C:18]=3[CH2:17][S:16](=[O:32])(=[O:31])[C:15]=2[CH:33]=1)=[O:10], predict the reaction product. The product is: [CH3:7][O:8][C:9]([C:11]1[CH:12]=[C:13]([CH3:34])[C:14]2[O:20][C:19]3[C:21]([Cl:30])=[CH:22][C:23]([NH:25][C:26](=[O:29])[CH2:27][N:1]4[CH2:6][CH2:5][O:4][CH2:3][CH2:2]4)=[CH:24][C:18]=3[CH2:17][S:16](=[O:32])(=[O:31])[C:15]=2[CH:33]=1)=[O:10]. (4) The product is: [C:1]([C:3]1[CH:4]=[C:5]([C:20]([OH:22])=[O:21])[C:6]([O:10][C:11]2[C:12]([CH3:19])=[CH:13][C:14]([CH3:18])=[CH:15][C:16]=2[CH3:17])=[N:7][C:8]=1[CH3:9])#[N:2]. Given the reactants [C:1]([C:3]1[CH:4]=[C:5]([C:20]([O:22]CC)=[O:21])[C:6]([O:10][C:11]2[C:16]([CH3:17])=[CH:15][C:14]([CH3:18])=[CH:13][C:12]=2[CH3:19])=[N:7][C:8]=1[CH3:9])#[N:2].[OH-].[Na+].Cl, predict the reaction product. (5) Given the reactants [CH2:1](OCC)[CH3:2].[CH2:6]([Mg]Br)[CH:7]=[CH2:8].CC1C=CC(S(OC[C@@H]2[CH2:32][CH2:31][C:30]3[C:25](=[CH:26][CH:27]=[C:28]([C@H:33]4[CH2:42][CH2:41][C@@:35]5([NH:39][C:38](=[O:40])[O:37][CH2:36]5)[CH2:34]4)[CH:29]=3)[CH2:24]2)(=O)=O)=CC=1.[NH4+].[Cl-], predict the reaction product. The product is: [CH2:7]([C@@H:8]1[CH2:32][CH2:31][C:30]2[CH:29]=[C:28]([C@H:33]3[CH2:42][CH2:41][C@@:35]4([NH:39][C:38](=[O:40])[O:37][CH2:36]4)[CH2:34]3)[CH:27]=[CH:26][C:25]=2[CH2:24]1)[CH2:6][CH:1]=[CH2:2].